Dataset: Full USPTO retrosynthesis dataset with 1.9M reactions from patents (1976-2016). Task: Predict the reactants needed to synthesize the given product. Given the product [C:14]([O:18][C:19]([N:21]1[CH2:25][CH:24]([C:26]2[CH:31]=[CH:30][CH:29]=[C:28]([O:32][C:33]([F:34])([F:35])[F:36])[CH:27]=2)[CH:23]([NH:37][C:2]2[CH:11]=[CH:10][C:9]([C:12]#[N:13])=[C:8]3[C:3]=2[CH:4]=[CH:5][CH:6]=[N:7]3)[CH2:22]1)=[O:20])([CH3:17])([CH3:15])[CH3:16], predict the reactants needed to synthesize it. The reactants are: Br[C:2]1[CH:11]=[CH:10][C:9]([C:12]#[N:13])=[C:8]2[C:3]=1[CH:4]=[CH:5][CH:6]=[N:7]2.[C:14]([O:18][C:19]([N:21]1[CH2:25][CH:24]([C:26]2[CH:31]=[CH:30][CH:29]=[C:28]([O:32][C:33]([F:36])([F:35])[F:34])[CH:27]=2)[CH:23]([NH2:37])[CH2:22]1)=[O:20])([CH3:17])([CH3:16])[CH3:15].[Na].CC([O-])(C)C.C1(P(C2CCCCC2)C2C=CC=CC=2C2C(C(C)C)=CC(C(C)C)=CC=2C(C)C)CCCCC1.